Regression. Given a peptide amino acid sequence and an MHC pseudo amino acid sequence, predict their binding affinity value. This is MHC class II binding data. From a dataset of Peptide-MHC class II binding affinity with 134,281 pairs from IEDB. (1) The peptide sequence is DNSFVSAISQTEVKE. The MHC is DRB1_1101 with pseudo-sequence DRB1_1101. The binding affinity (normalized) is 0.439. (2) The peptide sequence is EKPMNVQSLGWNIIT. The MHC is DRB1_0701 with pseudo-sequence DRB1_0701. The binding affinity (normalized) is 0.797. (3) The peptide sequence is VSIDVTLQQLESHSFYNLSK. The MHC is DRB1_0302 with pseudo-sequence DRB1_0302. The binding affinity (normalized) is 0. (4) The peptide sequence is GNIVSSVNMVSRLLL. The MHC is DRB1_0301 with pseudo-sequence DRB1_0301. The binding affinity (normalized) is 0.813. (5) The peptide sequence is LPKPPKPVSKMRMATPLLMGALPM. The MHC is DRB1_0404 with pseudo-sequence DRB1_0404. The binding affinity (normalized) is 0.770.